This data is from Forward reaction prediction with 1.9M reactions from USPTO patents (1976-2016). The task is: Predict the product of the given reaction. (1) Given the reactants [NH2:1][C:2]1[CH:3]=[C:4]2[C:8](=[CH:9][CH:10]=1)[N:7]([C:11]([O:13][C:14]([CH3:17])([CH3:16])[CH3:15])=[O:12])[CH:6]=[CH:5]2.Cl[C:19]1[N:28]=[CH:27][C:26]([CH:29]2[CH2:31][CH2:30]2)=[CH:25][C:20]=1[C:21]([O:23][CH3:24])=[O:22].C(=O)([O-])[O-].[Cs+].[Cs+].C(OCCCC)(=O)C, predict the reaction product. The product is: [CH:29]1([C:26]2[CH:25]=[C:20]([C:21]([O:23][CH3:24])=[O:22])[C:19]([NH:1][C:2]3[CH:3]=[C:4]4[C:8](=[CH:9][CH:10]=3)[N:7]([C:11]([O:13][C:14]([CH3:17])([CH3:16])[CH3:15])=[O:12])[CH:6]=[CH:5]4)=[N:28][CH:27]=2)[CH2:30][CH2:31]1. (2) Given the reactants [N+:1]([C:4]1[CH:11]=[C:10]([C:12]([F:15])([F:14])[F:13])[CH:9]=[C:8]([N+]([O-])=O)[C:5]=1[C:6]#[N:7])([O-:3])=[O:2].[CH3:19][O-:20].[Na+], predict the reaction product. The product is: [CH3:19][O:20][C:8]1[CH:9]=[C:10]([C:12]([F:15])([F:14])[F:13])[CH:11]=[C:4]([N+:1]([O-:3])=[O:2])[C:5]=1[C:6]#[N:7]. (3) The product is: [F:8][C:6]1[N:7]=[C:2]([O:11][CH3:10])[C:3]([NH2:9])=[N:4][CH:5]=1. Given the reactants F[C:2]1[C:3]([NH2:9])=[N:4][CH:5]=[C:6]([F:8])[N:7]=1.[CH3:10][O-:11].[Na+], predict the reaction product. (4) Given the reactants [C-]#N.[Na+].[N:4]1[CH:9]=[CH:8][C:7]([CH:10]=[O:11])=[CH:6][CH:5]=1.[CH2:12]([O:19][C:20]([N:22]1[CH2:27][CH2:26][CH:25]([C:28](=[O:43])/[CH:29]=[CH:30]/[C:31]2[CH:32]=[C:33]3[C:37](=[CH:38][CH:39]=2)[C:36](=[N:40][O:41][CH3:42])[CH2:35][CH2:34]3)[CH2:24][CH2:23]1)=[O:21])[C:13]1[CH:18]=[CH:17][CH:16]=[CH:15][CH:14]=1, predict the reaction product. The product is: [CH2:12]([O:19][C:20]([N:22]1[CH2:23][CH2:24][CH:25]([C:28](=[O:43])[CH2:29][CH:30]([C:31]2[CH:32]=[C:33]3[C:37](=[CH:38][CH:39]=2)[C:36](=[N:40][O:41][CH3:42])[CH2:35][CH2:34]3)[C:10](=[O:11])[C:7]2[CH:8]=[CH:9][N:4]=[CH:5][CH:6]=2)[CH2:26][CH2:27]1)=[O:21])[C:13]1[CH:18]=[CH:17][CH:16]=[CH:15][CH:14]=1.